This data is from Forward reaction prediction with 1.9M reactions from USPTO patents (1976-2016). The task is: Predict the product of the given reaction. Given the reactants [Li]CCCC.[C:6]1([C:12]2[S:13][CH:14]=[CH:15][CH:16]=2)[CH:11]=[CH:10][CH:9]=[CH:8][CH:7]=1.[Br-].[Li+].[C:19](=[S:21])=[S:20].I[CH3:23], predict the reaction product. The product is: [CH3:23][S:20][C:19]([C:14]1[S:13][C:12]([C:6]2[CH:7]=[CH:8][CH:9]=[CH:10][CH:11]=2)=[CH:16][CH:15]=1)=[S:21].